This data is from Reaction yield outcomes from USPTO patents with 853,638 reactions. The task is: Predict the reaction yield, written as a fraction of the theoretical maximum amount of product (1.0 means a 100% yield; for example, 0.34 means a 34% yield). (1) The reactants are C(O[C:6](=O)[N:7]([C@H:9]1[CH2:14][CH2:13][C@H:12]([O:15][CH2:16][CH2:17][CH2:18][CH2:19][N:20]([CH2:22][CH:23]=[CH2:24])[CH3:21])[CH2:11][CH2:10]1)C)(C)(C)C.C(O)(C(F)(F)F)=O. The catalyst is C(Cl)Cl. The product is [CH2:22]([N:20]([CH3:21])[CH2:19][CH2:18][CH2:17][CH2:16][O:15][C@H:12]1[CH2:13][CH2:14][C@H:9]([NH:7][CH3:6])[CH2:10][CH2:11]1)[CH:23]=[CH2:24]. The yield is 0.910. (2) The reactants are [Br:1][C:2]1[CH:7]=[CH:6][C:5]([O:8][CH:9]([CH3:13])[C:10](O)=O)=[C:4](C=O)[CH:3]=1.C([O-])(=O)C.[Na+].[OH-].[Na+]. The catalyst is C(OC(=O)C)(=O)C.C1(C)C=CC=CC=1.O. The product is [Br:1][C:2]1[CH:3]=[CH:4][C:5]2[O:8][C:9]([CH3:10])=[CH:13][C:6]=2[CH:7]=1. The yield is 0.620. (3) The reactants are Cl.[F:2][C:3]1[CH:4]=[C:5]([CH:19]=[CH:20][CH:21]=1)[CH2:6][O:7][C:8]1[CH:18]=[CH:17][C:11]2[CH2:12][CH2:13][NH:14][CH2:15][CH2:16][C:10]=2[CH:9]=1.Cl[C:23]([O:25][CH3:26])=[O:24]. The catalyst is C(N(CC)CC)C. The product is [CH3:26][O:25][C:23]([N:14]1[CH2:15][CH2:16][C:10]2[CH:9]=[C:8]([O:7][CH2:6][C:5]3[CH:19]=[CH:20][CH:21]=[C:3]([F:2])[CH:4]=3)[CH:18]=[CH:17][C:11]=2[CH2:12][CH2:13]1)=[O:24]. The yield is 0.950. (4) The reactants are [C:1]([O:5][C:6](=[O:15])[NH:7][C:8]1[CH:13]=[CH:12][C:11]([OH:14])=[CH:10][CH:9]=1)([CH3:4])([CH3:3])[CH3:2].Br[C:17]1[CH:22]=[CH:21][C:20]([C:23]2[N:28]([CH2:29][C:30]3[CH:35]=[CH:34][C:33]([CH3:36])=[CH:32][C:31]=3[CH3:37])[C:27](=[O:38])[C:26]([C:39]#[N:40])=[C:25]([C:41]([F:44])([F:43])[F:42])[CH:24]=2)=[CH:19][CH:18]=1.P([O-])([O-])([O-])=O.[K+].[K+].[K+].C1(C)C=CC=CC=1.C(P(C(C)(C)C)C1C=CC=CC=1C1C=CC=CC=1)(C)(C)C. No catalyst specified. The product is [C:39]([C:26]1[C:27](=[O:38])[N:28]([CH2:29][C:30]2[CH:35]=[CH:34][C:33]([CH3:36])=[CH:32][C:31]=2[CH3:37])[C:23]([C:20]2[CH:21]=[CH:22][C:17]([O:14][C:11]3[CH:10]=[CH:9][C:8]([NH:7][C:6](=[O:15])[O:5][C:1]([CH3:4])([CH3:2])[CH3:3])=[CH:13][CH:12]=3)=[CH:18][CH:19]=2)=[CH:24][C:25]=1[C:41]([F:44])([F:43])[F:42])#[N:40]. The yield is 0.700. (5) The reactants are [CH2:1]([N:3]([CH2:38][CH3:39])[CH2:4][CH2:5][CH2:6][NH:7][C:8]1[N:9]=[C:10]([C:27]2[CH:28]=[C:29]([CH:33]=[C:34]([F:37])[C:35]=2[CH3:36])[C:30]([OH:32])=O)[C:11]2[CH:17]=[CH:16][C:15](=[O:18])[N:14]([C:19]3[C:24]([F:25])=[CH:23][CH:22]=[CH:21][C:20]=3[F:26])[C:12]=2[N:13]=1)[CH3:2].CN(C(ON1N=NC2C=CC=CC1=2)=[N+](C)C)C.F[P-](F)(F)(F)(F)F.C(N(CC)CC)C.[CH:71]1[N:75]=[C:74]([NH2:76])[S:73][CH:72]=1. The catalyst is CN(C=O)C. The product is [CH2:38]([N:3]([CH2:1][CH3:2])[CH2:4][CH2:5][CH2:6][NH:7][C:8]1[N:9]=[C:10]([C:27]2[CH:28]=[C:29]([CH:33]=[C:34]([F:37])[C:35]=2[CH3:36])[C:30]([NH:76][C:74]2[S:73][CH:72]=[CH:71][N:75]=2)=[O:32])[C:11]2[CH:17]=[CH:16][C:15](=[O:18])[N:14]([C:19]3[C:20]([F:26])=[CH:21][CH:22]=[CH:23][C:24]=3[F:25])[C:12]=2[N:13]=1)[CH3:39]. The yield is 0.460. (6) The reactants are [Br:1][C:2]1[CH:8]=[CH:7][C:5]([NH2:6])=[C:4]([F:9])[CH:3]=1.[Li+].C[Si]([N-][Si](C)(C)C)(C)C.Cl[C:21]1[C:22]([C:30]([OH:32])=[O:31])=[N:23][N:24]([CH3:29])[C:25](=[O:28])[C:26]=1[CH3:27]. The catalyst is C1COCC1. The product is [Br:1][C:2]1[CH:8]=[CH:7][C:5]([NH:6][C:21]2[C:22]([C:30]([OH:32])=[O:31])=[N:23][N:24]([CH3:29])[C:25](=[O:28])[C:26]=2[CH3:27])=[C:4]([F:9])[CH:3]=1. The yield is 0.750. (7) The reactants are CC([CH:5]1[CH2:10][N:9]([C:11]2[CH:20]=[CH:19][CH:18]=[C:17]3[C:12]=2[CH:13]=[CH:14][C:15]([C:21]([F:24])([F:23])[F:22])=[N:16]3)[CH2:8][CH2:7][N:6]1C([O-])=O)(C)C. The catalyst is C(O)(C(F)(F)F)=O.C1COCC1. The product is [N:9]1([C:11]2[CH:20]=[CH:19][CH:18]=[C:17]3[C:12]=2[CH:13]=[CH:14][C:15]([C:21]([F:24])([F:22])[F:23])=[N:16]3)[CH2:10][CH2:5][NH:6][CH2:7][CH2:8]1. The yield is 0.950.